The task is: Regression. Given a peptide amino acid sequence and an MHC pseudo amino acid sequence, predict their binding affinity value. This is MHC class I binding data.. This data is from Peptide-MHC class I binding affinity with 185,985 pairs from IEDB/IMGT. (1) The peptide sequence is TFTNDSIISH. The MHC is HLA-A33:01 with pseudo-sequence HLA-A33:01. The binding affinity (normalized) is 0.161. (2) The binding affinity (normalized) is 0.408. The peptide sequence is ASIRNPDPV. The MHC is H-2-Kb with pseudo-sequence H-2-Kb.